Dataset: Reaction yield outcomes from USPTO patents with 853,638 reactions. Task: Predict the reaction yield, written as a fraction of the theoretical maximum amount of product (1.0 means a 100% yield; for example, 0.34 means a 34% yield). (1) The reactants are [N:1]1[C:10]2[CH:9]([N:11]([CH2:17][C:18]3[N:22]([CH2:23][O:24][CH2:25][CH2:26][Si:27]([CH3:30])([CH3:29])[CH3:28])[C:21]4[CH:31]=[CH:32][CH:33]=[CH:34][C:20]=4[N:19]=3)[CH2:12][CH2:13][CH2:14][C:15]#[N:16])[CH2:8][CH2:7][CH2:6][C:5]=2[CH:4]=[CH:3][CH:2]=1. The catalyst is N.[Ni].CO. The product is [N:1]1[C:10]2[CH:9]([N:11]([CH2:17][C:18]3[N:22]([CH2:23][O:24][CH2:25][CH2:26][Si:27]([CH3:29])([CH3:28])[CH3:30])[C:21]4[CH:31]=[CH:32][CH:33]=[CH:34][C:20]=4[N:19]=3)[CH2:12][CH2:13][CH2:14][CH2:15][NH2:16])[CH2:8][CH2:7][CH2:6][C:5]=2[CH:4]=[CH:3][CH:2]=1. The yield is 0.660. (2) The reactants are [CH3:1][C:2]1[C:6]([CH2:7][N:8]2[CH:12]=[C:11]([N:13]3[C:17](=[O:18])[CH2:16][NH:15][C:14]3=[O:19])[CH:10]=[N:9]2)=[C:5]([CH3:20])[O:4][N:3]=1.[F:21][C:22]1[CH:30]=[CH:29][C:25]([CH2:26][CH2:27]Br)=[CH:24][CH:23]=1. No catalyst specified. The product is [CH3:1][C:2]1[C:6]([CH2:7][N:8]2[CH:12]=[C:11]([N:13]3[C:17](=[O:18])[CH2:16][N:15]([CH2:27][CH2:26][C:25]4[CH:29]=[CH:30][C:22]([F:21])=[CH:23][CH:24]=4)[C:14]3=[O:19])[CH:10]=[N:9]2)=[C:5]([CH3:20])[O:4][N:3]=1. The yield is 0.340. (3) The reactants are [C:1]1([C:7]([OH:9])=[O:8])([C:4](O)=[O:5])[CH2:3][CH2:2]1.C(N(CC)CC)C.S(Cl)(Cl)=O.[F:21][C:22]1[CH:28]=[CH:27][C:25]([NH2:26])=[CH:24][CH:23]=1. The catalyst is C1COCC1.C(OCC)(=O)C. The product is [F:21][C:22]1[CH:28]=[CH:27][C:25]([NH:26][C:4]([C:1]2([C:7]([OH:9])=[O:8])[CH2:3][CH2:2]2)=[O:5])=[CH:24][CH:23]=1. The yield is 0.652.